The task is: Predict the product of the given reaction.. This data is from Forward reaction prediction with 1.9M reactions from USPTO patents (1976-2016). (1) Given the reactants [CH3:1][C@H:2]([NH:11][C:12](=[O:18])[O:13][C:14]([CH3:17])([CH3:16])[CH3:15])[CH2:3][O:4][C:5]1[CH:10]=[CH:9][N:8]=[CH:7][CH:6]=1.C(O)C, predict the reaction product. The product is: [CH3:1][C@H:2]([NH:11][C:12](=[O:18])[O:13][C:14]([CH3:17])([CH3:16])[CH3:15])[CH2:3][O:4][CH:5]1[CH2:10][CH2:9][NH:8][CH2:7][CH2:6]1. (2) Given the reactants FC1C(C(O)=O)=C([N:11]2[N:15]=[CH:14][CH:13]=[N:12]2)C(C)=CC=1.[F:17][C:18]1[C:26]([CH3:27])=[CH:25][C:21]([C:22]([OH:24])=[O:23])=[C:20](I)[CH:19]=1, predict the reaction product. The product is: [F:17][C:18]1[C:26]([CH3:27])=[CH:25][C:21]([C:22]([OH:24])=[O:23])=[C:20]([N:11]2[N:15]=[CH:14][CH:13]=[N:12]2)[CH:19]=1. (3) Given the reactants CS[C:3]1[S:4][CH2:5][C:6](=[O:8])[N:7]=1.[NH:9]1[CH2:15][CH2:14][CH2:13][NH:12][CH2:11][CH2:10]1, predict the reaction product. The product is: [N:9]1([C:3]2[S:4][CH2:5][C:6](=[O:8])[N:7]=2)[CH2:15][CH2:14][CH2:13][NH:12][CH2:11][CH2:10]1. (4) Given the reactants C[O-].[Na+].[C:4]([C:6]1[CH:7]=[C:8]([C:12]2[CH:13]=[N:14][C:15]([NH:27][C:28]([NH:30][CH2:31][CH3:32])=[O:29])=[CH:16][C:17]=2[C:18]2[S:19][CH:20]=[C:21]([C:23]([F:26])([F:25])[F:24])[N:22]=2)[CH:9]=[N:10][CH:11]=1)#[N:5].CO[CH:35](OC)[CH2:36][NH2:37].C(O)(=O)C.Cl, predict the reaction product. The product is: [NH:5]1[CH:35]=[CH:36][N:37]=[C:4]1[C:6]1[CH:7]=[C:8]([C:12]2[CH:13]=[N:14][C:15]([NH:27][C:28]([NH:30][CH2:31][CH3:32])=[O:29])=[CH:16][C:17]=2[C:18]2[S:19][CH:20]=[C:21]([C:23]([F:25])([F:24])[F:26])[N:22]=2)[CH:9]=[N:10][CH:11]=1. (5) Given the reactants Br[C:2]1[C:11]2[C:6](=[CH:7][CH:8]=[C:9]([C:12]([N:14]([O:16][CH3:17])[CH3:15])=[O:13])[CH:10]=2)[N:5]=[CH:4][CH:3]=1.[CH:18](/B(O)O)=[CH:19]\[C:20]1[CH:25]=[CH:24][CH:23]=[CH:22][CH:21]=1.COC1C=CC=C(OC)C=1C1C=CC=CC=1P(C1CCCCC1)C1CCCCC1.[O-]P([O-])([O-])=O.[K+].[K+].[K+].O, predict the reaction product. The product is: [CH3:17][O:16][N:14]([CH3:15])[C:12]([C:9]1[CH:10]=[C:11]2[C:6](=[CH:7][CH:8]=1)[N:5]=[CH:4][CH:3]=[C:2]2/[CH:18]=[CH:19]/[C:20]1[CH:25]=[CH:24][CH:23]=[CH:22][CH:21]=1)=[O:13]. (6) Given the reactants [CH2:1]([O:8][CH2:9][CH2:10][C:11]1[N:15]([C:16]2[CH:21]=[CH:20][C:19]([C:22]([NH:24][CH2:25][CH3:26])=[O:23])=[CH:18][CH:17]=2)[N:14]=[N:13][C:12]=1[C:27](O)=[O:28])[C:2]1[CH:7]=[CH:6][CH:5]=[CH:4][CH:3]=1.C1C=C[C:33]2N(O)N=[N:36][C:34]=2[CH:35]=1.C1(N)CC1.CCN=C=NCCCN(C)C, predict the reaction product. The product is: [CH2:1]([O:8][CH2:9][CH2:10][C:11]1[N:15]([C:16]2[CH:21]=[CH:20][C:19]([C:22]([NH:24][CH2:25][CH3:26])=[O:23])=[CH:18][CH:17]=2)[N:14]=[N:13][C:12]=1[C:27]([NH:36][CH:34]1[CH2:35][CH2:33]1)=[O:28])[C:2]1[CH:3]=[CH:4][CH:5]=[CH:6][CH:7]=1.